Dataset: Forward reaction prediction with 1.9M reactions from USPTO patents (1976-2016). Task: Predict the product of the given reaction. Given the reactants [Cl:1][C:2]1[CH:7]=[C:6]([F:8])[CH:5]=[CH:4][C:3]=1B(O)O.Br[C:13]1[S:17][C:16]([N:18]([CH3:29])[CH:19]2[CH2:24][C:23]([CH3:26])([CH3:25])[NH:22][C:21]([CH3:28])([CH3:27])[CH2:20]2)=[N:15][N:14]=1.C([O-])([O-])=O.[Na+].[Na+], predict the reaction product. The product is: [Cl:1][C:2]1[CH:7]=[C:6]([F:8])[CH:5]=[CH:4][C:3]=1[C:13]1[S:17][C:16]([N:18]([CH3:29])[CH:19]2[CH2:24][C:23]([CH3:25])([CH3:26])[NH:22][C:21]([CH3:28])([CH3:27])[CH2:20]2)=[N:15][N:14]=1.